Dataset: Reaction yield outcomes from USPTO patents with 853,638 reactions. Task: Predict the reaction yield, written as a fraction of the theoretical maximum amount of product (1.0 means a 100% yield; for example, 0.34 means a 34% yield). The product is [CH2:12]([O:19][C@@H:20]1[CH2:26][CH2:25][C@H:24]([OH:23])[C@@H:22]([C:6]2[N:2]([CH3:1])[N:3]=[CH:4][CH:5]=2)[CH2:21]1)[C:13]1[CH:18]=[CH:17][CH:16]=[CH:15][CH:14]=1. The reactants are [CH3:1][N:2]1[CH:6]=[CH:5][CH:4]=[N:3]1.C([Li])CCC.[CH2:12]([O:19][C@@H:20]1[CH2:26][CH2:25][C@H:24]2[C@H:22]([O:23]2)[CH2:21]1)[C:13]1[CH:18]=[CH:17][CH:16]=[CH:15][CH:14]=1. The catalyst is C1COCC1. The yield is 0.370.